Predict the reactants needed to synthesize the given product. From a dataset of Full USPTO retrosynthesis dataset with 1.9M reactions from patents (1976-2016). Given the product [Cl:21][C:18]1[CH:19]=[CH:20][C:11]([NH:10][C:6]2[CH:5]=[C:4]3[C:9](=[CH:8][CH:7]=2)[N:1]([C:23]2[CH:28]=[CH:27][CH:26]=[CH:25][C:24]=2[F:29])[CH:2]=[CH:3]3)=[C:12]([CH:17]=1)[C:13]([O:15][CH3:16])=[O:14], predict the reactants needed to synthesize it. The reactants are: [NH:1]1[C:9]2[C:4](=[CH:5][C:6]([NH:10][C:11]3[CH:20]=[CH:19][C:18]([Cl:21])=[CH:17][C:12]=3[C:13]([O:15][CH3:16])=[O:14])=[CH:7][CH:8]=2)[CH:3]=[CH:2]1.Br[C:23]1[CH:28]=[CH:27][CH:26]=[CH:25][C:24]=1[F:29].C1(P(C2CCCCC2)C2C=CC=CC=2C2C(C(C)C)=CC(C(C)C)=CC=2C(C)C)CCCCC1.P([O-])([O-])([O-])=O.[K+].[K+].[K+].